Task: Predict the reactants needed to synthesize the given product.. Dataset: Full USPTO retrosynthesis dataset with 1.9M reactions from patents (1976-2016) (1) Given the product [C:17]([O:23][CH2:24][N:10]1[C:9](=[O:15])[C:8]2[C:13](=[CH:14][C:5]([O:4][CH3:3])=[CH:6][C:7]=2[OH:16])[N:12]=[CH:11]1)(=[O:22])[C:18]([CH3:21])([CH3:20])[CH3:19], predict the reactants needed to synthesize it. The reactants are: [H-].[Na+].[CH3:3][O:4][C:5]1[CH:6]=[C:7]([OH:16])[C:8]2[C:9]([OH:15])=[N:10][CH:11]=[N:12][C:13]=2[CH:14]=1.[C:17]([O:23][CH2:24]Cl)(=[O:22])[C:18]([CH3:21])([CH3:20])[CH3:19]. (2) Given the product [F:29][CH2:28][CH2:27][CH2:26][O:1][C:2]1[CH:3]=[CH:4][C:5]([C:8]2[N:9]=[C:10]3[CH:15]=[CH:14][C:13]([O:16][CH3:17])=[CH:12][N:11]3[CH:18]=2)=[CH:6][CH:7]=1, predict the reactants needed to synthesize it. The reactants are: [OH:1][C:2]1[CH:7]=[CH:6][C:5]([C:8]2[N:9]=[C:10]3[CH:15]=[CH:14][C:13]([O:16][CH3:17])=[CH:12][N:11]3[CH:18]=2)=[CH:4][CH:3]=1.C(=O)([O-])[O-].[K+].[K+].Br[CH2:26][CH2:27][CH2:28][F:29].O. (3) Given the product [CH2:1]([O:3][C:4](=[O:25])[C:5]1[CH:10]=[C:9]([F:11])[CH:8]=[N:7][C:6]=1[NH:15][CH2:16][C:17]1[CH:22]=[CH:21][C:20]([O:23][CH3:24])=[CH:19][CH:18]=1)[CH3:2], predict the reactants needed to synthesize it. The reactants are: [CH2:1]([O:3][C:4](=[O:25])[C:5]1[CH:10]=[C:9]([F:11])[C:8](SCC)=[N:7][C:6]=1[NH:15][CH2:16][C:17]1[CH:22]=[CH:21][C:20]([O:23][CH3:24])=[CH:19][CH:18]=1)[CH3:2].